From a dataset of Forward reaction prediction with 1.9M reactions from USPTO patents (1976-2016). Predict the product of the given reaction. Given the reactants [CH3:1][C:2]([N:5]1[C:9]2[N:10]=[C:11]([C:36]3[CH:41]=[CH:40][C:39]([O:42][CH2:43][C:44]4[CH:49]=[CH:48][CH:47]=[CH:46][CH:45]=4)=[C:38]([CH3:50])[CH:37]=3)[C:12]3[C:13]([F:35])=[CH:14][C:15]([O:20][CH2:21][CH:22]4[CH2:27][CH2:26][N:25](C(OC(C)(C)C)=O)[CH2:24][CH2:23]4)=[C:16]([O:18][CH3:19])[C:17]=3[C:8]=2[C:7]([CH3:51])=[N:6]1)([CH3:4])[CH3:3].C(Cl)Cl.C(O)(C(F)(F)F)=O.[OH-].[K+], predict the reaction product. The product is: [CH3:4][C:2]([N:5]1[C:9]2[N:10]=[C:11]([C:36]3[CH:41]=[CH:40][C:39]([O:42][CH2:43][C:44]4[CH:45]=[CH:46][CH:47]=[CH:48][CH:49]=4)=[C:38]([CH3:50])[CH:37]=3)[C:12]3[C:13]([F:35])=[CH:14][C:15]([O:20][CH2:21][CH:22]4[CH2:23][CH2:24][NH:25][CH2:26][CH2:27]4)=[C:16]([O:18][CH3:19])[C:17]=3[C:8]=2[C:7]([CH3:51])=[N:6]1)([CH3:1])[CH3:3].